This data is from Forward reaction prediction with 1.9M reactions from USPTO patents (1976-2016). The task is: Predict the product of the given reaction. (1) Given the reactants C(OC(=O)[N:7]([CH2:20][C:21]1[CH:26]=[C:25]([F:27])[CH:24]=[CH:23][C:22]=1[F:28])[C:8]1[N:13]=[C:12]([N:14]2[CH2:19][CH2:18][NH:17][CH2:16][CH2:15]2)[CH:11]=[N:10][CH:9]=1)(C)(C)C.[ClH:30].CCOCC.C(OCC)C, predict the reaction product. The product is: [ClH:30].[F:28][C:22]1[CH:23]=[CH:24][C:25]([F:27])=[CH:26][C:21]=1[CH2:20][NH:7][C:8]1[N:13]=[C:12]([N:14]2[CH2:15][CH2:16][NH:17][CH2:18][CH2:19]2)[CH:11]=[N:10][CH:9]=1. (2) Given the reactants [C:1]([CH2:3][C:4]1([N:18]2[CH:22]=[C:21]([C:23]3[C:24]4[CH:31]=[CH:30][N:29]([CH2:32][O:33][CH2:34][CH2:35][Si:36]([CH3:39])([CH3:38])[CH3:37])[C:25]=4[N:26]=[CH:27][N:28]=3)[CH:20]=[N:19]2)[CH2:7][N:6]([C:8]2[CH:17]=[CH:16][C:11]([C:12]([O:14]C)=[O:13])=[CH:10][CH:9]=2)[CH2:5]1)#[N:2].[OH-].[Li+], predict the reaction product. The product is: [C:1]([CH2:3][C:4]1([N:18]2[CH:22]=[C:21]([C:23]3[C:24]4[CH:31]=[CH:30][N:29]([CH2:32][O:33][CH2:34][CH2:35][Si:36]([CH3:37])([CH3:39])[CH3:38])[C:25]=4[N:26]=[CH:27][N:28]=3)[CH:20]=[N:19]2)[CH2:5][N:6]([C:8]2[CH:9]=[CH:10][C:11]([C:12]([OH:14])=[O:13])=[CH:16][CH:17]=2)[CH2:7]1)#[N:2].